Predict the reaction yield, written as a fraction of the theoretical maximum amount of product (1.0 means a 100% yield; for example, 0.34 means a 34% yield). From a dataset of Reaction yield outcomes from USPTO patents with 853,638 reactions. (1) The reactants are [C:1]([C:4]1[S:8][C:7]([N:9]2[CH2:13][CH2:12][N:11]([CH2:14][CH:15]3[CH2:17][CH2:16]3)[C:10]2=[O:18])=[N:6][C:5]=1[CH3:19])(=O)[CH3:2].COC(OC)[N:23]([CH3:25])C.O.[NH2:29]N. The catalyst is CN(C)C=O. The product is [CH:15]1([CH2:14][N:11]2[CH2:12][CH2:13][N:9]([C:7]3[S:8][C:4]([C:1]4[CH:2]=[CH:25][NH:23][N:29]=4)=[C:5]([CH3:19])[N:6]=3)[C:10]2=[O:18])[CH2:17][CH2:16]1. The yield is 0.760. (2) The product is [F:50][C:2]([F:1])([F:49])[C:3]1[CH:4]=[C:5]([CH:46]=[CH:47][CH:48]=1)[CH2:6][NH:7][C:8]([C:10]1[CH:15]=[CH:14][N:13]=[C:12]([C:16]2[CH:21]=[C:20]([O:22][CH:23]([CH3:24])[CH3:25])[CH:19]=[CH:18][C:17]=2[NH:26][C:27]([C:29]2[CH:30]=[C:31]([CH:43]=[CH:44][CH:45]=2)[CH2:32][S:33][CH2:34][CH2:35][C:36]([OH:38])=[O:37])=[O:28])[CH:11]=1)=[O:9]. The yield is 0.760. The reactants are [F:1][C:2]([F:50])([F:49])[C:3]1[CH:4]=[C:5]([CH:46]=[CH:47][CH:48]=1)[CH2:6][NH:7][C:8]([C:10]1[CH:15]=[CH:14][N:13]=[C:12]([C:16]2[CH:21]=[C:20]([O:22][CH:23]([CH3:25])[CH3:24])[CH:19]=[CH:18][C:17]=2[NH:26][C:27]([C:29]2[CH:30]=[C:31]([CH:43]=[CH:44][CH:45]=2)[CH2:32][S:33][CH2:34][CH2:35][C:36]([O:38]C(C)(C)C)=[O:37])=[O:28])[CH:11]=1)=[O:9].FC(F)(F)C(O)=O. The catalyst is ClCCl. (3) The reactants are ClCCl.Br[C:5]1[CH:13]=[C:12]([C:14]([O:16]C)=[O:15])[C:11]2[C:7](=[CH:8][N:9](CC3C=CC(OC)=CC=3)[N:10]=2)[CH:6]=1.C(=O)([O-])[O-].[Cs+].[Cs+].C1(S([N:42]2[C:46]3=[CH:47][N:48]=[C:49]([N:51]=CN(C)C)[CH:50]=[C:45]3[C:44](Br)=[CH:43]2)(=O)=O)C=CC=CC=1.C([SiH](C(C)C)C(C)C)(C)C.[OH-].[Na+]. The catalyst is COCCOC.O.C1C=CC(P(C2C=CC=CC=2)[C-]2C=CC=C2)=CC=1.C1C=CC(P(C2C=CC=CC=2)[C-]2C=CC=C2)=CC=1.Cl[Pd]Cl.[Fe+2]. The product is [NH2:51][C:49]1[CH:50]=[C:45]2[C:44]([C:5]3[CH:6]=[C:7]4[C:11](=[C:12]([C:14]([OH:16])=[O:15])[CH:13]=3)[NH:10][N:9]=[CH:8]4)=[CH:43][NH:42][C:46]2=[CH:47][N:48]=1. The yield is 0.780. (4) The reactants are CC[N:3](C1C=CC=CC=1)CC.Cl[C:13]([O:15][C:16]1[CH:21]=[CH:20][C:19]([O:22][CH3:23])=[CH:18][CH:17]=1)=[O:14]. The catalyst is ClCCl. The product is [CH3:23][O:22][C:19]1[CH:20]=[CH:21][C:16]([O:15][C:13](=[O:14])[NH2:3])=[CH:17][CH:18]=1. The yield is 0.700. (5) The reactants are [OH:1][C@H:2]([C:34]1[CH:39]=[CH:38][CH:37]=[CH:36][CH:35]=1)[CH2:3][NH:4][C:5]1[CH:10]=[CH:9][C:8]([CH2:11][CH2:12][NH:13][CH2:14][C@H:15]([OH:33])[C:16]2[CH:21]=[CH:20][C:19]([O:22]CC3C=CC=CC=3)=[C:18]([NH:30][CH:31]=[O:32])[CH:17]=2)=[CH:7][CH:6]=1.C. The catalyst is C(O)C. The product is [OH:1][C@H:2]([C:34]1[CH:35]=[CH:36][CH:37]=[CH:38][CH:39]=1)[CH2:3][NH:4][C:5]1[CH:10]=[CH:9][C:8]([CH2:11][CH2:12][NH:13][CH2:14][C@H:15]([OH:33])[C:16]2[CH:21]=[CH:20][C:19]([OH:22])=[C:18]([NH:30][CH:31]=[O:32])[CH:17]=2)=[CH:7][CH:6]=1. The yield is 0.910. (6) The reactants are [Cl:1][N:2]([C:10]1[C:19]2[C:14](=[CH:15][C:16]([OH:22])=[C:17]([O:20][CH3:21])[CH:18]=2)[N:13]=[CH:12][N:11]=1)[C:3]1[CH:8]=[CH:7][CH:6]=[CH:5][C:4]=1[F:9].Br[CH2:24][CH2:25][CH2:26][O:27][CH:28]1[CH2:33][CH2:32][CH2:31][CH2:30][O:29]1.C(=O)([O-])[O-].[K+].[K+]. The catalyst is CN(C=O)C.O. The product is [Cl:1][N:2]([C:10]1[C:19]2[C:14](=[CH:15][C:16]([O:22][CH2:24][CH2:25][CH2:26][O:27][CH:28]3[CH2:33][CH2:32][CH2:31][CH2:30][O:29]3)=[C:17]([O:20][CH3:21])[CH:18]=2)[N:13]=[CH:12][N:11]=1)[C:3]1[CH:8]=[CH:7][CH:6]=[CH:5][C:4]=1[F:9]. The yield is 0.490. (7) The reactants are O1CCCC1.[C:6]1([S:12][C:13]2[N:18]=[CH:17][C:16]([CH2:19][C:20](Cl)=[N:21][OH:22])=[CH:15][CH:14]=2)[CH:11]=[CH:10][CH:9]=[CH:8][CH:7]=1.[C:24]([C:26]1[C:27]([NH2:33])=[N:28][C:29]([NH2:32])=[CH:30][CH:31]=1)#[CH:25].C(N(CC)CC)C. The catalyst is O. The product is [C:6]1([S:12][C:13]2[N:18]=[CH:17][C:16]([CH2:19][C:20]3[CH:25]=[C:24]([C:26]4[C:27]([NH2:33])=[N:28][C:29]([NH2:32])=[CH:30][CH:31]=4)[O:22][N:21]=3)=[CH:15][CH:14]=2)[CH:11]=[CH:10][CH:9]=[CH:8][CH:7]=1. The yield is 0.580. (8) The reactants are [NH2:1][C:2]1[N:7]=[CH:6][N:5]=[C:4]2[N:8]([CH:12]([C:14]3[CH:21]=[C:20]([Cl:22])[C:17]([C:18]#[N:19])=[C:16](Br)[C:15]=3[O:24][CH2:25][CH3:26])[CH3:13])[N:9]=[C:10]([CH3:11])[C:3]=12.[CH3:27][S:28]([C:31]1[CH:32]=[N:33][CH:34]=[C:35](B2OC(C)(C)C(C)(C)O2)[CH:36]=1)(=[O:30])=[O:29].C(#N)C.C(=O)([O-])[O-].[Na+].[Na+].O.ClCCl. No catalyst specified. The product is [NH2:1][C:2]1[N:7]=[CH:6][N:5]=[C:4]2[N:8]([CH:12]([C:14]3[CH:21]=[C:20]([Cl:22])[C:17]([C:18]#[N:19])=[C:16]([C:35]4[CH:34]=[N:33][CH:32]=[C:31]([S:28]([CH3:27])(=[O:30])=[O:29])[CH:36]=4)[C:15]=3[O:24][CH2:25][CH3:26])[CH3:13])[N:9]=[C:10]([CH3:11])[C:3]=12. The yield is 0.200. (9) The catalyst is CO.O. The reactants are C[O:2][C:3]([C:5]1[CH:10]=[C:9]([Br:11])[C:8](=[O:12])[N:7]([CH3:13])[C:6]=1[NH:14][C:15]1[CH:20]=[CH:19][C:18]([Br:21])=[CH:17][C:16]=1[F:22])=[O:4].[OH-].[Na+].Cl. The yield is 0.720. The product is [Br:11][C:9]1[C:8](=[O:12])[N:7]([CH3:13])[C:6]([NH:14][C:15]2[CH:20]=[CH:19][C:18]([Br:21])=[CH:17][C:16]=2[F:22])=[C:5]([C:3]([OH:4])=[O:2])[CH:10]=1. (10) The reactants are C(N(C(C)C)CC)(C)C.[CH3:10][NH:11][CH3:12].[Br:13][C:14]1[CH:19]=[CH:18][C:17]([S:20](Cl)(=[O:22])=[O:21])=[CH:16][C:15]=1[CH3:24]. The catalyst is O1CCCC1. The product is [Br:13][C:14]1[CH:19]=[CH:18][C:17]([S:20]([N:11]([CH3:12])[CH3:10])(=[O:22])=[O:21])=[CH:16][C:15]=1[CH3:24]. The yield is 0.940.